This data is from Catalyst prediction with 721,799 reactions and 888 catalyst types from USPTO. The task is: Predict which catalyst facilitates the given reaction. (1) Reactant: C(OC(=O)[NH:7][C:8]1[CH:13]=[C:12](OCC(F)(F)F)[C:11]([C:20]([F:23])([F:22])[F:21])=[CH:10][C:9]=1[NH:24][C:25](=[O:42])[CH2:26][C:27]([C:29]1[CH:34]=[CH:33][CH:32]=[C:31]([C:35]2[CH:36]=[N:37][CH:38]=[CH:39][C:40]=2[CH3:41])[CH:30]=1)=O)(C)(C)C.[C:44](O)([C:46]([F:49])([F:48])[F:47])=[O:45]. Product: [CH3:41][C:40]1[CH:39]=[CH:38][N:37]=[CH:36][C:35]=1[C:31]1[CH:30]=[C:29]([C:27]2[CH2:26][C:25](=[O:42])[NH:24][C:9]3[CH:10]=[C:11]([C:20]([F:23])([F:22])[F:21])[C:12]([O:45][CH2:44][C:46]([F:49])([F:48])[F:47])=[CH:13][C:8]=3[N:7]=2)[CH:34]=[CH:33][CH:32]=1. The catalyst class is: 2. (2) The catalyst class is: 42. Product: [CH3:62][O:61][C:54]1[CH:55]=[C:56]([O:59][CH3:60])[CH:57]=[CH:58][C:53]=1[CH2:52][N:46]1[CH2:47][C:48]2[C:44](=[CH:43][C:42]([NH:41][CH2:40][C:39]3[CH:63]=[CH:64][C:65]([O:67][CH3:68])=[CH:66][C:38]=3[O:37][CH3:36])=[C:50]([NH:51][C:14]([C:13]3[N:12]([CH3:17])[N:11]=[C:10]([C:18]4[CH:19]=[CH:20][C:21]([C:24]5[CH:29]=[CH:28][C:27]([C:30]([NH:31][CH3:32])=[O:33])=[N:26][CH:25]=5)=[CH:22][CH:23]=4)[C:9]=3[O:8][CH2:7][C:6]3[CH:34]=[CH:35][C:3]([O:2][CH3:1])=[CH:4][CH:5]=3)=[O:16])[CH:49]=2)[CH2:45]1. Reactant: [CH3:1][O:2][C:3]1[CH:35]=[CH:34][C:6]([CH2:7][O:8][C:9]2[C:10]([C:18]3[CH:23]=[CH:22][C:21]([C:24]4[CH:25]=[N:26][C:27]([C:30](=[O:33])[NH:31][CH3:32])=[CH:28][CH:29]=4)=[CH:20][CH:19]=3)=[N:11][N:12]([CH3:17])[C:13]=2[C:14]([OH:16])=O)=[CH:5][CH:4]=1.[CH3:36][O:37][C:38]1[CH:66]=[C:65]([O:67][CH3:68])[CH:64]=[CH:63][C:39]=1[CH2:40][NH:41][C:42]1[CH:43]=[C:44]2[C:48](=[CH:49][C:50]=1[NH2:51])[CH2:47][N:46]([CH2:52][C:53]1[CH:58]=[CH:57][C:56]([O:59][CH3:60])=[CH:55][C:54]=1[O:61][CH3:62])[CH2:45]2.CN(C(ON1N=NC2C=CC=NC1=2)=[N+](C)C)C.F[P-](F)(F)(F)(F)F.C(N(C(C)C)CC)(C)C. (3) Reactant: C([O:24][CH:25]([CH2:44][OH:45])[CH2:26][O:27][CH2:28][CH2:29][CH2:30][CH2:31][CH2:32][CH2:33][CH2:34][CH2:35][CH2:36][CH2:37][CH2:38][CH2:39][CH2:40][CH2:41][CH2:42][CH3:43])(=O)/C=C\C=CC=CC=CC=CC=CCCCCCCCCC. Product: [CH2:28]([O:27][CH2:26][CH:25]([CH2:44][OH:45])[OH:24])[CH2:29][CH2:30][CH2:31][CH2:32][CH2:33][CH2:34][CH2:35][CH2:36][CH2:37][CH2:38][CH2:39][CH2:40][CH2:41][CH2:42][CH3:43]. The catalyst class is: 33. (4) Reactant: CCN=C=NCCCN(C)C.C1C=CC2N(O)N=NC=2C=1.[Cl:22][C:23]1[C:24](=[O:44])[N:25]2[C:29](=[C:30]([C:41](O)=[O:42])[C:31]=1[NH:32][C:33]1[CH:38]=[CH:37][C:36]([I:39])=[CH:35][C:34]=1[F:40])[CH2:28][CH2:27][CH2:26]2.Cl.[CH2:46]([O:48][NH2:49])[CH3:47]. Product: [CH2:46]([O:48][NH:49][C:41]([C:30]1[C:31]([NH:32][C:33]2[CH:38]=[CH:37][C:36]([I:39])=[CH:35][C:34]=2[F:40])=[C:23]([Cl:22])[C:24](=[O:44])[N:25]2[C:29]=1[CH2:28][CH2:27][CH2:26]2)=[O:42])[CH3:47]. The catalyst class is: 3.